Dataset: Forward reaction prediction with 1.9M reactions from USPTO patents (1976-2016). Task: Predict the product of the given reaction. (1) Given the reactants Br[C:2]1[N:7]=[C:6]2[NH:8][C:9](=[O:11])[O:10][C:5]2=[CH:4][CH:3]=1.O.[C:13]1([CH:19]=[CH:20]B(O)O)[CH:18]=[CH:17][CH:16]=[CH:15][CH:14]=1.C(=O)([O-])[O-].[K+].[K+], predict the reaction product. The product is: [CH:20]([N:8]1[C:6]2=[N:7][CH:2]=[CH:3][CH:4]=[C:5]2[O:10][C:9]1=[O:11])=[CH:19][C:13]1[CH:18]=[CH:17][CH:16]=[CH:15][CH:14]=1. (2) Given the reactants Cl[CH:2]([CH:16]1[CH2:21][CH2:20][CH2:19][CH2:18][CH2:17]1)[C:3]1[CH:4]=[C:5]([C:9]2[CH:14]=[CH:13][C:12]([F:15])=[CH:11][N:10]=2)[O:6][C:7]=1[CH3:8].[NH2:22][C:23]1[CH:28]=[CH:27][C:26]([C:29]([NH:31][CH2:32][CH2:33][C:34]([O:36]CC)=[O:35])=[O:30])=[CH:25][CH:24]=1.C(=O)([O-])[O-].[Na+].[Na+].[I-].[Na+], predict the reaction product. The product is: [CH:16]1([CH:2]([NH:22][C:23]2[CH:24]=[CH:25][C:26]([C:29]([NH:31][CH2:32][CH2:33][C:34]([OH:36])=[O:35])=[O:30])=[CH:27][CH:28]=2)[C:3]2[CH:4]=[C:5]([C:9]3[CH:14]=[CH:13][C:12]([F:15])=[CH:11][N:10]=3)[O:6][C:7]=2[CH3:8])[CH2:21][CH2:20][CH2:19][CH2:18][CH2:17]1. (3) Given the reactants S(Cl)(Cl)=O.[Cl:5][C:6]1[CH:11]=[CH:10][C:9]([C:12]2[CH:17]=[CH:16][C:15]([C:18]([OH:20])=O)=[CH:14][CH:13]=2)=[CH:8][CH:7]=1.[NH2:21][CH2:22][CH2:23][C:24]1[CH:34]=[CH:33][C:27]([C:28]([O:30][CH2:31][CH3:32])=[O:29])=[CH:26][CH:25]=1.Cl, predict the reaction product. The product is: [Cl:5][C:6]1[CH:7]=[CH:8][C:9]([C:12]2[CH:13]=[CH:14][C:15]([C:18]([NH:21][CH2:22][CH2:23][C:24]3[CH:34]=[CH:33][C:27]([C:28]([O:30][CH2:31][CH3:32])=[O:29])=[CH:26][CH:25]=3)=[O:20])=[CH:16][CH:17]=2)=[CH:10][CH:11]=1.